Task: Predict the product of the given reaction.. Dataset: Forward reaction prediction with 1.9M reactions from USPTO patents (1976-2016) (1) Given the reactants [CH3:1][C:2]1[CH:15]=[C:14]([O:16][CH2:17][CH3:18])[C:13]2[C:4](=[C:5]3[C:10](=[CH:11][CH:12]=2)[CH:9]=[CH:8][CH:7]=[N:6]3)[N:3]=1.[O:19]1CCOCC1, predict the reaction product. The product is: [CH2:17]([O:16][C:14]1[C:13]2[C:4](=[C:5]3[C:10](=[CH:11][CH:12]=2)[CH:9]=[CH:8][CH:7]=[N:6]3)[N:3]=[C:2]([CH:1]=[O:19])[CH:15]=1)[CH3:18]. (2) Given the reactants [NH2:1][C:2]1[N:3]=[C:4]([C:19]2[CH:24]=[CH:23][CH:22]=[CH:21][CH:20]=2)[C:5]([C:9]2[CH:10]=[CH:11][C:12](=[O:18])[N:13]([CH:15]([CH3:17])[CH3:16])[N:14]=2)=[N:6][C:7]=1Br.[CH2:25]([NH2:29])[CH2:26][CH2:27][CH3:28].O, predict the reaction product. The product is: [NH2:1][C:2]1[N:3]=[C:4]([C:19]2[CH:24]=[CH:23][CH:22]=[CH:21][CH:20]=2)[C:5]([C:9]2[CH:10]=[CH:11][C:12](=[O:18])[N:13]([CH:15]([CH3:17])[CH3:16])[N:14]=2)=[N:6][C:7]=1[NH:29][CH2:25][CH2:26][CH2:27][CH3:28]. (3) Given the reactants Cl[C:2]1[C:11]2[C:6](=[CH:7][C:8]([N+:12]([O-:14])=[O:13])=[CH:9][CH:10]=2)[N:5]=[CH:4][N:3]=1.[C:15]([C:17]1[CH:18]=[C:19]([NH2:23])[CH:20]=[CH:21][CH:22]=1)#[CH:16], predict the reaction product. The product is: [C:15]([C:17]1[CH:18]=[C:19]([NH:23][C:2]2[C:11]3[C:6](=[CH:7][C:8]([N+:12]([O-:14])=[O:13])=[CH:9][CH:10]=3)[N:5]=[CH:4][N:3]=2)[CH:20]=[CH:21][CH:22]=1)#[CH:16]. (4) Given the reactants [C:1]1([CH2:7][CH2:8][CH:9](O)[CH2:10][CH2:11][C:12]2[CH:17]=[CH:16][CH:15]=[CH:14][CH:13]=2)[CH:6]=[CH:5][CH:4]=[CH:3][CH:2]=1.C(Br)(Br)(Br)[Br:20].C1(P(C2C=CC=CC=2)C2C=CC=CC=2)C=CC=CC=1, predict the reaction product. The product is: [Br:20][CH:9]([CH2:10][CH2:11][C:12]1[CH:17]=[CH:16][CH:15]=[CH:14][CH:13]=1)[CH2:8][CH2:7][C:1]1[CH:6]=[CH:5][CH:4]=[CH:3][CH:2]=1. (5) Given the reactants [OH:1][C@@H:2]([C@H:4]1[C:25](=[O:26])[N:6]2[C@@H:7]([C:12]([O:14][CH2:15][C:16]3[CH:21]=[CH:20][C:19]([N+:22]([O-:24])=[O:23])=[CH:18][CH:17]=3)=[O:13])[C:8](=O)[C@H:9]([CH3:10])[C@H:5]12)[CH3:3].[N:27]([CH2:30][CH2:31][CH2:32][CH2:33][CH2:34][CH2:35][S:36][C:37]1[N:38]=[CH:39][N:40]2[CH:44]=[C:43]([Sn](CCCC)(CCCC)CCCC)[S:42][C:41]=12)=[N+:28]=[N-:29], predict the reaction product. The product is: [N:27]([CH2:30][CH2:31][CH2:32][CH2:33][CH2:34][CH2:35][S:36][C:37]1[N:38]=[CH:39][N:40]2[CH:44]=[C:43]([C:8]3[C@H:9]([CH3:10])[C@@H:5]4[C@@H:4]([C@H:2]([OH:1])[CH3:3])[C:25](=[O:26])[N:6]4[C:7]=3[C:12]([O:14][CH2:15][C:16]3[CH:17]=[CH:18][C:19]([N+:22]([O-:24])=[O:23])=[CH:20][CH:21]=3)=[O:13])[S:42][C:41]=12)=[N+:28]=[N-:29]. (6) Given the reactants Cl.[NH2:2][C:3]([CH3:9])([CH3:8])[C:4]([O:6][CH3:7])=[O:5].[F:10][C:11]1[CH:12]=[C:13]([CH:18]=[C:19]([F:21])[CH:20]=1)[C:14](=[O:17])[CH2:15]Br.C([O-])([O-])=O.[K+].[K+].C([O-])(O)=O.[Na+], predict the reaction product. The product is: [F:10][C:11]1[CH:12]=[C:13]([C:14](=[O:17])[CH2:15][NH:2][C:3]([CH3:9])([CH3:8])[C:4]([O:6][CH3:7])=[O:5])[CH:18]=[C:19]([F:21])[CH:20]=1. (7) Given the reactants [CH3:1][N:2]([C:4]([N:6]=[C:7]([NH2:9])[NH2:8])=[NH:5])[CH3:3].Cl.[C:11]([OH:24])(=[O:23])[CH2:12][CH2:13][CH2:14][CH2:15][CH2:16][CH2:17][CH2:18][CH2:19][CH2:20][CH2:21][CH3:22].C([O-])(=O)CCCCCCCCCCC.[Na+], predict the reaction product. The product is: [CH3:1][N:2]([C:4]([NH:6][C:7]([NH2:9])=[NH:8])=[NH:5])[CH3:3].[C:11]([OH:24])(=[O:23])[CH2:12][CH2:13][CH2:14][CH2:15][CH2:16][CH2:17][CH2:18][CH2:19][CH2:20][CH2:21][CH3:22]. (8) Given the reactants [F:1][C:2]1[CH:3]=[C:4]([NH:9][C:10]([C:12]2[N:16]([CH3:17])[CH:15]=[C:14]([C:18](=[O:22])[C:19]([OH:21])=O)[CH:13]=2)=[O:11])[CH:5]=[CH:6][C:7]=1[F:8].C(NC(=O)C(C1C=C(C(NC2C=CC(F)=C(F)C=2)=O)N(C)C=1)=O)(C)(C)C.C(N(CC)CC)C.F[P-](F)(F)(F)(F)F.N1(OC(N(C)C)=[N+](C)C)C2N=CC=CC=2N=N1.[CH3:80][C:81]1([NH2:85])[CH2:84][O:83][CH2:82]1, predict the reaction product. The product is: [F:1][C:2]1[CH:3]=[C:4]([NH:9][C:10]([C:12]2[N:16]([CH3:17])[CH:15]=[C:14]([C:18](=[O:22])[C:19]([NH:85][C:81]3([CH3:80])[CH2:84][O:83][CH2:82]3)=[O:21])[CH:13]=2)=[O:11])[CH:5]=[CH:6][C:7]=1[F:8]. (9) Given the reactants N1C=CC=CC=1.[NH2:7][C:8]1[C:13]([C:14]#[N:15])=[C:12]([C:16]2[CH:17]=[CH:18][C:19]([N:26]([CH3:28])[CH3:27])=[C:20]([CH:25]=2)[C:21]([O:23]C)=[O:22])[CH:11]=[C:10]([C:29]2[CH:34]=[CH:33][CH:32]=[CH:31][C:30]=2[O:35][CH2:36][O:37][CH3:38])[N:9]=1.[C:39]1([C:44](Cl)=[O:45])[S:43][CH:42]=[CH:41][CH:40]=1, predict the reaction product. The product is: [C:14]([C:13]1[C:8]([NH:7][C:44]([C:39]2[S:43][CH:42]=[CH:41][CH:40]=2)=[O:45])=[N:9][C:10]([C:29]2[CH:34]=[CH:33][CH:32]=[CH:31][C:30]=2[O:35][CH2:36][O:37][CH3:38])=[CH:11][C:12]=1[C:16]1[CH:17]=[CH:18][C:19]([N:26]([CH3:27])[CH3:28])=[C:20]([CH:25]=1)[C:21]([OH:23])=[O:22])#[N:15].